Dataset: NCI-60 drug combinations with 297,098 pairs across 59 cell lines. Task: Regression. Given two drug SMILES strings and cell line genomic features, predict the synergy score measuring deviation from expected non-interaction effect. (1) Drug 1: C1CC(C1)(C(=O)O)C(=O)O.[NH2-].[NH2-].[Pt+2]. Drug 2: C(=O)(N)NO. Cell line: HOP-62. Synergy scores: CSS=-1.50, Synergy_ZIP=4.69, Synergy_Bliss=5.48, Synergy_Loewe=-5.92, Synergy_HSA=-2.94. (2) Drug 1: CC12CCC(CC1=CCC3C2CCC4(C3CC=C4C5=CN=CC=C5)C)O. Drug 2: CC(C)NC(=O)C1=CC=C(C=C1)CNNC.Cl. Cell line: RPMI-8226. Synergy scores: CSS=28.3, Synergy_ZIP=7.31, Synergy_Bliss=4.54, Synergy_Loewe=-29.4, Synergy_HSA=-6.41. (3) Drug 1: C1=CC(=C2C(=C1NCCNCCO)C(=O)C3=C(C=CC(=C3C2=O)O)O)NCCNCCO. Drug 2: CN(C(=O)NC(C=O)C(C(C(CO)O)O)O)N=O. Cell line: MCF7. Synergy scores: CSS=36.1, Synergy_ZIP=1.60, Synergy_Bliss=0.890, Synergy_Loewe=-27.9, Synergy_HSA=1.30. (4) Drug 1: COC1=CC(=CC(=C1O)OC)C2C3C(COC3=O)C(C4=CC5=C(C=C24)OCO5)OC6C(C(C7C(O6)COC(O7)C8=CC=CS8)O)O. Drug 2: CC1=C(C=C(C=C1)NC(=O)C2=CC=C(C=C2)CN3CCN(CC3)C)NC4=NC=CC(=N4)C5=CN=CC=C5. Cell line: SF-539. Synergy scores: CSS=38.6, Synergy_ZIP=-2.93, Synergy_Bliss=-4.28, Synergy_Loewe=-10.1, Synergy_HSA=-1.86. (5) Drug 1: CC1=C(C=C(C=C1)C(=O)NC2=CC(=CC(=C2)C(F)(F)F)N3C=C(N=C3)C)NC4=NC=CC(=N4)C5=CN=CC=C5. Drug 2: CCC1(C2=C(COC1=O)C(=O)N3CC4=CC5=C(C=CC(=C5CN(C)C)O)N=C4C3=C2)O.Cl. Cell line: SF-539. Synergy scores: CSS=28.3, Synergy_ZIP=-1.89, Synergy_Bliss=-3.25, Synergy_Loewe=-35.6, Synergy_HSA=-1.23. (6) Drug 1: C1=NC2=C(N1)C(=S)N=C(N2)N. Drug 2: C1=CC=C(C(=C1)C(C2=CC=C(C=C2)Cl)C(Cl)Cl)Cl. Cell line: SW-620. Synergy scores: CSS=19.3, Synergy_ZIP=-2.18, Synergy_Bliss=0.867, Synergy_Loewe=-10.0, Synergy_HSA=1.03. (7) Drug 1: CC1C(C(CC(O1)OC2CC(CC3=C2C(=C4C(=C3O)C(=O)C5=C(C4=O)C(=CC=C5)OC)O)(C(=O)CO)O)N)O.Cl. Drug 2: C1CCC(CC1)NC(=O)N(CCCl)N=O. Cell line: SK-MEL-28. Synergy scores: CSS=-0.447, Synergy_ZIP=0.981, Synergy_Bliss=2.87, Synergy_Loewe=-2.92, Synergy_HSA=-2.86.